The task is: Predict the product of the given reaction.. This data is from Forward reaction prediction with 1.9M reactions from USPTO patents (1976-2016). Given the reactants ClC(Cl)(Cl)C([N:5]1[CH2:10][CH2:9][N:8]([C:11]2[CH:16]=[C:15]([S:17]([N:20]3[C:28]4[C:23](=[CH:24][CH:25]=[C:26]([F:29])[CH:27]=4)[CH:22]=[CH:21]3)(=[O:19])=[O:18])[CH:14]=[CH:13][C:12]=2[O:30][CH3:31])[CH2:7][CH2:6]1)=O.[OH-].[K+], predict the reaction product. The product is: [F:29][C:26]1[CH:27]=[C:28]2[C:23]([CH:22]=[CH:21][N:20]2[S:17]([C:15]2[CH:14]=[CH:13][C:12]([O:30][CH3:31])=[C:11]([N:8]3[CH2:7][CH2:6][NH:5][CH2:10][CH2:9]3)[CH:16]=2)(=[O:19])=[O:18])=[CH:24][CH:25]=1.